Predict which catalyst facilitates the given reaction. From a dataset of Catalyst prediction with 721,799 reactions and 888 catalyst types from USPTO. (1) Reactant: [NH2:1][C:2]1[O:6][N:5]=[C:4]([C:7]2[CH:12]=[CH:11][CH:10]=[CH:9][C:8]=2[F:13])[C:3]=1[C:14]([OH:16])=O.Cl.C(N=C=NCCCN(C)C)C.[F:29][C:30]1[CH:35]=[CH:34][CH:33]=[CH:32][C:31]=1[N:36]1[CH2:41][CH2:40][NH:39][CH2:38][CH2:37]1. Product: [NH2:1][C:2]1[O:6][N:5]=[C:4]([C:7]2[CH:12]=[CH:11][CH:10]=[CH:9][C:8]=2[F:13])[C:3]=1[C:14]([N:39]1[CH2:38][CH2:37][N:36]([C:31]2[CH:32]=[CH:33][CH:34]=[CH:35][C:30]=2[F:29])[CH2:41][CH2:40]1)=[O:16]. The catalyst class is: 4. (2) The catalyst class is: 4. Product: [CH3:19][C:20]([CH3:25])([CH3:24])[C:21]([O:11][CH2:10][CH2:9][O:8][CH2:1][C:2]1[CH:7]=[CH:6][CH:5]=[CH:4][CH:3]=1)=[O:22]. Reactant: [CH2:1]([O:8][CH2:9][CH2:10][OH:11])[C:2]1[CH:7]=[CH:6][CH:5]=[CH:4][CH:3]=1.C(N(CC)CC)C.[CH3:19][C:20]([CH3:25])([CH3:24])[C:21](Cl)=[O:22]. (3) Reactant: [OH:1][C:2]1[CH:3]=[C:4]([CH:9]=[C:10]([OH:12])[CH:11]=1)[C:5]([O:7][CH3:8])=[O:6].C([O-])([O-])=O.[K+].[K+].Br[CH2:20][CH2:21][CH2:22][CH2:23][CH2:24][CH2:25][CH2:26][CH2:27][CH2:28][CH2:29][CH2:30][CH3:31].Cl. Product: [CH2:20]([O:1][C:2]1[CH:3]=[C:4]([CH:9]=[C:10]([O:12][CH2:31][CH2:30][CH2:29][CH2:28][CH2:27][CH2:26][CH2:25][CH2:24][CH2:23][CH2:22][CH2:21][CH3:20])[CH:11]=1)[C:5]([O:7][CH3:8])=[O:6])[CH2:21][CH2:22][CH2:23][CH2:24][CH2:25][CH2:26][CH2:27][CH2:28][CH2:29][CH2:30][CH3:31]. The catalyst class is: 3. (4) Reactant: [CH2:1]([S:11](Cl)(=[O:13])=[O:12])[CH2:2][S:3][S:4][CH2:5][CH2:6][S:7](Cl)(=[O:9])=[O:8].S(Cl)(Cl)(=O)=[O:16].[OH2:20]. Product: [CH2:1]([S:11]([OH:13])(=[O:16])=[O:12])[CH2:2][S:3][S:4][CH2:5][CH2:6][S:7]([OH:9])(=[O:8])=[O:20]. The catalyst class is: 10. (5) Reactant: [CH2:1](Br)[C:2]1[CH:7]=[CH:6][CH:5]=[CH:4][CH:3]=1.[OH:9][C:10]1[CH:11]=[CH:12][C:13]([CH3:16])=[N:14][CH:15]=1.C(=O)([O-])[O-].[K+].[K+].O. Product: [CH2:1]([O:9][C:10]1[CH:11]=[CH:12][C:13]([CH3:16])=[N:14][CH:15]=1)[C:2]1[CH:7]=[CH:6][CH:5]=[CH:4][CH:3]=1. The catalyst class is: 115. (6) Reactant: [CH:1]1([CH:6]([C:10]2[CH:15]=[CH:14][C:13]([CH2:16][N:17]3[C:22](=[O:23])[CH2:21][O:20][C:19]([C:24]4[CH:29]=[CH:28][CH:27]=[CH:26][CH:25]=4)=[N:18]3)=[CH:12][CH:11]=2)[C:7](Cl)=[O:8])[CH2:5][CH2:4][CH2:3][CH2:2]1.C(N(CC)CC)C.[NH2:37][C:38]1[CH:46]=[CH:45][CH:44]=[C:43]2[C:39]=1[CH2:40][CH:41]([C:47]([O:49][CH3:50])=[O:48])[CH2:42]2.O. Product: [CH:1]1([CH:6]([C:10]2[CH:15]=[CH:14][C:13]([CH2:16][N:17]3[C:22](=[O:23])[CH2:21][O:20][C:19]([C:24]4[CH:29]=[CH:28][CH:27]=[CH:26][CH:25]=4)=[N:18]3)=[CH:12][CH:11]=2)[C:7]([NH:37][C:38]2[CH:46]=[CH:45][CH:44]=[C:43]3[C:39]=2[CH2:40][CH:41]([C:47]([O:49][CH3:50])=[O:48])[CH2:42]3)=[O:8])[CH2:5][CH2:4][CH2:3][CH2:2]1. The catalyst class is: 4. (7) Reactant: [CH:1]1([C:4]2[C:13]3[C:8](=[CH:9][CH:10]=[CH:11][CH:12]=3)[CH:7]=[N:6][C:5]=2[N:14]([CH2:29][C:30]2[CH:35]=[CH:34][C:33]([O:36][C:37]([F:40])([F:39])[F:38])=[CH:32][CH:31]=2)[S:15]([C:18]2[CH:27]=[CH:26][C:21]([C:22]([O:24]C)=O)=[C:20](F)[CH:19]=2)(=[O:17])=[O:16])[CH2:3][CH2:2]1.O.[NH2:42][NH2:43].C(OCC)(=O)C. Product: [CH:1]1([C:4]2[C:13]3[C:8](=[CH:9][CH:10]=[CH:11][CH:12]=3)[CH:7]=[N:6][C:5]=2[N:14]([CH2:29][C:30]2[CH:31]=[CH:32][C:33]([O:36][C:37]([F:40])([F:38])[F:39])=[CH:34][CH:35]=2)[S:15]([C:18]2[CH:19]=[C:20]3[C:21]([C:22](=[O:24])[NH:42][NH:43]3)=[CH:26][CH:27]=2)(=[O:16])=[O:17])[CH2:3][CH2:2]1. The catalyst class is: 8. (8) Reactant: [NH2:1][C:2]1[CH:7]=[CH:6][C:5]([CH2:8][C@H:9]([NH:20][C:21]([O:23][C:24]([CH3:27])([CH3:26])[CH3:25])=[O:22])[C:10]([O:12][CH2:13][C:14]2[CH:19]=[CH:18][CH:17]=[CH:16][CH:15]=2)=[O:11])=[CH:4][CH:3]=1.[Cl:28]N1C(=O)CCC1=O. Product: [NH2:1][C:2]1[CH:7]=[CH:6][C:5]([CH2:8][C@H:9]([NH:20][C:21]([O:23][C:24]([CH3:27])([CH3:26])[CH3:25])=[O:22])[C:10]([O:12][CH2:13][C:14]2[CH:15]=[CH:16][CH:17]=[CH:18][CH:19]=2)=[O:11])=[CH:4][C:3]=1[Cl:28]. The catalyst class is: 35. (9) Reactant: [CH2:1]([C:5]12[CH2:14][CH2:13][CH2:12][C:11](=[O:15])[C:10]([CH3:16])=[C:9]1[C:8]1[CH:17]=[CH:18][C:19]([O:21]COC)=[CH:20][C:7]=1[CH2:6]2)[CH2:2][CH2:3][CH3:4].Cl.C([O-])(O)=O.[Na+]. Product: [CH2:1]([C:5]12[CH2:14][CH2:13][CH2:12][C:11](=[O:15])[C:10]([CH3:16])=[C:9]1[C:8]1[CH:17]=[CH:18][C:19]([OH:21])=[CH:20][C:7]=1[CH2:6]2)[CH2:2][CH2:3][CH3:4]. The catalyst class is: 138. (10) Reactant: [NH2:1][CH:2]1[CH2:7][CH2:6][N:5]([C:8]([O:10][CH2:11][C:12]2[CH:17]=[CH:16][CH:15]=[CH:14][CH:13]=2)=[O:9])[CH2:4][CH2:3]1.[N:18]1[C:23]2[O:24][CH2:25][CH2:26][O:27][C:22]=2[CH:21]=[C:20]([CH:28]=O)[N:19]=1.C(O[BH-](OC(=O)C)OC(=O)C)(=O)C.[Na+].C(=O)(O)[O-].[Na+]. Product: [N:18]1[C:23]2[O:24][CH2:25][CH2:26][O:27][C:22]=2[CH:21]=[C:20]([CH2:28][NH:1][CH:2]2[CH2:3][CH2:4][N:5]([C:8]([O:10][CH2:11][C:12]3[CH:17]=[CH:16][CH:15]=[CH:14][CH:13]=3)=[O:9])[CH2:6][CH2:7]2)[N:19]=1. The catalyst class is: 61.